From a dataset of Full USPTO retrosynthesis dataset with 1.9M reactions from patents (1976-2016). Predict the reactants needed to synthesize the given product. The reactants are: [OH:1][CH2:2][CH:3]1[C:9](=[O:10])[N:8]([CH2:11][C:12]2[CH:17]=[CH:16][C:15]([O:18][CH3:19])=[CH:14][CH:13]=2)[C:7]2[CH:20]=[CH:21][CH:22]=[CH:23][C:6]=2[CH2:5][CH2:4]1.[CH3:24][S:25](Cl)(=[O:27])=[O:26].CCN(C(C)C)C(C)C. Given the product [CH3:19][O:18][C:15]1[CH:14]=[CH:13][C:12]([CH2:11][N:8]2[C:9](=[O:10])[CH:3]([CH2:2][O:1][S:25]([CH3:24])(=[O:27])=[O:26])[CH2:4][CH2:5][C:6]3[CH:23]=[CH:22][CH:21]=[CH:20][C:7]2=3)=[CH:17][CH:16]=1, predict the reactants needed to synthesize it.